Dataset: NCI-60 drug combinations with 297,098 pairs across 59 cell lines. Task: Regression. Given two drug SMILES strings and cell line genomic features, predict the synergy score measuring deviation from expected non-interaction effect. Drug 1: CCC1(CC2CC(C3=C(CCN(C2)C1)C4=CC=CC=C4N3)(C5=C(C=C6C(=C5)C78CCN9C7C(C=CC9)(C(C(C8N6C)(C(=O)OC)O)OC(=O)C)CC)OC)C(=O)OC)O.OS(=O)(=O)O. Drug 2: CCCCC(=O)OCC(=O)C1(CC(C2=C(C1)C(=C3C(=C2O)C(=O)C4=C(C3=O)C=CC=C4OC)O)OC5CC(C(C(O5)C)O)NC(=O)C(F)(F)F)O. Cell line: U251. Synergy scores: CSS=25.2, Synergy_ZIP=-0.393, Synergy_Bliss=1.71, Synergy_Loewe=-3.13, Synergy_HSA=-1.26.